The task is: Predict the product of the given reaction.. This data is from Forward reaction prediction with 1.9M reactions from USPTO patents (1976-2016). (1) The product is: [CH3:24][C:19]1[C:18]([CH3:25])=[C:17]([O:13][CH2:12][CH:3]2[CH2:4][O:5][C:6]3([CH2:7][CH2:8][O:9][CH2:10][CH2:11]3)[O:1][CH2:2]2)[CH:22]=[CH:21][N+:20]=1[O-:23]. Given the reactants [O:1]1[C:6]2([CH2:11][CH2:10][O:9][CH2:8][CH2:7]2)[O:5][CH2:4][CH:3]([CH2:12][OH:13])[CH2:2]1.[H-].[Na+].Cl[C:17]1[CH:22]=[CH:21][N+:20]([O-:23])=[C:19]([CH3:24])[C:18]=1[CH3:25], predict the reaction product. (2) Given the reactants [Br:1][C:2]1[CH:7]=[CH:6][C:5]([CH2:8][C:9]([OH:11])=O)=[CH:4][CH:3]=1.Cl.CN(C)CCCN=C=NCC.[CH2:24]([NH2:31])[C:25]1[CH:30]=[CH:29][CH:28]=[CH:27][CH:26]=1, predict the reaction product. The product is: [CH2:24]([NH:31][C:9](=[O:11])[CH2:8][C:5]1[CH:4]=[CH:3][C:2]([Br:1])=[CH:7][CH:6]=1)[C:25]1[CH:30]=[CH:29][CH:28]=[CH:27][CH:26]=1. (3) Given the reactants [CH2:1]([N:8]([CH3:19])[C:9]1[CH:14]=[C:13]([N+:15]([O-])=O)[CH:12]=[CH:11][C:10]=1[CH3:18])[C:2]1[CH:7]=[CH:6][CH:5]=[CH:4][CH:3]=1, predict the reaction product. The product is: [CH2:1]([N:8]([CH3:19])[C:9]1[CH:14]=[C:13]([NH2:15])[CH:12]=[CH:11][C:10]=1[CH3:18])[C:2]1[CH:7]=[CH:6][CH:5]=[CH:4][CH:3]=1. (4) Given the reactants [CH3:1][C:2]1[NH:3][C:4]2[C:9]([CH:10]=1)=[CH:8][C:7]([NH2:11])=[CH:6][CH:5]=2.[N:12]1[CH:17]=[CH:16][C:15]([CH2:18][NH:19][C:20]([C:22]2[S:30][C:29]3[C:24](=[N:25][CH:26]=[CH:27][C:28]=3Cl)[CH:23]=2)=[O:21])=[CH:14][CH:13]=1, predict the reaction product. The product is: [N:12]1[CH:17]=[CH:16][C:15]([CH2:18][NH:19][C:20]([C:22]2[S:30][C:29]3[C:24](=[N:25][CH:26]=[CH:27][C:28]=3[NH:11][C:7]3[CH:8]=[C:9]4[C:4](=[CH:5][CH:6]=3)[NH:3][C:2]([CH3:1])=[CH:10]4)[CH:23]=2)=[O:21])=[CH:14][CH:13]=1. (5) Given the reactants [C:1]([O:5][C:6]([NH:8][CH:9]([C:11]1[C:20]([C:21]2[CH:26]=[CH:25][CH:24]=[CH:23][CH:22]=2)=[C:19]([C:27](O)=[O:28])[C:18]2[C:13](=[CH:14][CH:15]=[C:16]([F:30])[CH:17]=2)[N:12]=1)[CH3:10])=[O:7])([CH3:4])([CH3:3])[CH3:2].CCN(CC)CC.[BH4-].[Na+], predict the reaction product. The product is: [F:30][C:16]1[CH:17]=[C:18]2[C:13](=[CH:14][CH:15]=1)[N:12]=[C:11]([CH:9]([NH:8][C:6](=[O:7])[O:5][C:1]([CH3:3])([CH3:4])[CH3:2])[CH3:10])[C:20]([C:21]1[CH:22]=[CH:23][CH:24]=[CH:25][CH:26]=1)=[C:19]2[CH2:27][OH:28]. (6) Given the reactants [Br-:1].[Br:2][CH2:3][CH2:4][CH2:5][P+:6]([C:19]1[CH:24]=[CH:23][CH:22]=[CH:21][CH:20]=1)([C:13]1[CH:18]=[CH:17][CH:16]=[CH:15][CH:14]=1)[C:7]1[CH:12]=[CH:11][CH:10]=[CH:9][CH:8]=1.[CH3:25][NH2:26].C(O)C, predict the reaction product. The product is: [BrH:2].[Br-:1].[CH3:25][NH:26][CH2:3][CH2:4][CH2:5][P+:6]([C:19]1[CH:24]=[CH:23][CH:22]=[CH:21][CH:20]=1)([C:13]1[CH:18]=[CH:17][CH:16]=[CH:15][CH:14]=1)[C:7]1[CH:12]=[CH:11][CH:10]=[CH:9][CH:8]=1.